This data is from Catalyst prediction with 721,799 reactions and 888 catalyst types from USPTO. The task is: Predict which catalyst facilitates the given reaction. (1) Reactant: C[O:2][C:3](=O)[CH2:4][CH2:5][C@H:6]1[CH2:10][CH2:9][C@@H:8]([C:11]2[CH:16]=[CH:15][C:14]([F:17])=[CH:13][CH:12]=2)[N:7]1[S:18]([C:21]1[CH:26]=[CH:25][C:24]([CH3:27])=[CH:23][CH:22]=1)(=[O:20])=[O:19]. Product: [F:17][C:14]1[CH:13]=[CH:12][C:11]([C@@H:8]2[N:7]([S:18]([C:21]3[CH:22]=[CH:23][C:24]([CH3:27])=[CH:25][CH:26]=3)(=[O:20])=[O:19])[C@@H:6]([CH2:5][CH2:4][CH2:3][OH:2])[CH2:10][CH2:9]2)=[CH:16][CH:15]=1. The catalyst class is: 22. (2) Reactant: [CH2:1]([N:5]1[C:13]2[C:12](=[O:14])[N:11]([CH2:15][C:16]3[CH:21]=[CH:20][CH:19]=[CH:18][C:17]=3[C:22]#[N:23])[C:10](Cl)=[N:9][C:8]=2[N:7]=[C:6]1[N:25]1[CH2:30][CH2:29][N:28]([C:31]([O:33][C:34]([CH3:37])([CH3:36])[CH3:35])=[O:32])[CH2:27][CH2:26]1)[C:2]#[C:3][CH3:4].[C-:38]#[N:39].[Na+]. Product: [CH2:1]([N:5]1[C:13]2[C:12](=[O:14])[N:11]([CH2:15][C:16]3[CH:21]=[CH:20][CH:19]=[CH:18][C:17]=3[C:22]#[N:23])[C:10]([C:38]#[N:39])=[N:9][C:8]=2[N:7]=[C:6]1[N:25]1[CH2:30][CH2:29][N:28]([C:31]([O:33][C:34]([CH3:37])([CH3:36])[CH3:35])=[O:32])[CH2:27][CH2:26]1)[C:2]#[C:3][CH3:4]. The catalyst class is: 9. (3) Reactant: [Cl:1][C:2]1[CH:3]=[C:4]([CH:8]=[C:9]([N+:11]([O-])=O)[CH:10]=1)[C:5]([OH:7])=[O:6].O. Product: [ClH:1].[NH2:11][C:9]1[CH:8]=[C:4]([CH:3]=[C:2]([Cl:1])[CH:10]=1)[C:5]([OH:7])=[O:6]. The catalyst class is: 750.